The task is: Predict the reactants needed to synthesize the given product.. This data is from Full USPTO retrosynthesis dataset with 1.9M reactions from patents (1976-2016). (1) Given the product [C:1]([C:9]1[C:18]2[C:13](=[CH:14][C:15]([O:19][CH3:20])=[CH:16][CH:17]=2)[CH:65]=[C:11]([C:21]([N:26]([CH2:24][CH3:25])[C:27]2[S:28][CH:29]=[CH:30][N:31]=2)=[O:23])[CH:10]=1)(=[O:8])[C:50]1[CH:55]=[CH:54][CH:53]=[CH:52][CH:51]=1, predict the reactants needed to synthesize it. The reactants are: [C:1]([C:9]1[C:18]2[C:13](=[CH:14][C:15]([O:19][CH3:20])=[CH:16][CH:17]=2)C=[C:11]([C:21]([OH:23])=O)[CH:10]=1)(=[O:8])C1C=CC=CC=1.[CH2:24]([NH:26][C:27]1[S:28][CH:29]=[CH:30][N:31]=1)[CH3:25].C1CN([P+](ON2N=N[C:51]3[CH:52]=[CH:53][CH:54]=[CH:55][C:50]2=3)(N2CCCC2)N2CCCC2)CC1.F[P-](F)(F)(F)(F)F.[CH3:65]CN(C(C)C)C(C)C. (2) Given the product [CH2:1]([N:8]1[C:16](=[O:17])[CH:15]2[CH:10]([NH:11][CH2:12][CH2:13][CH2:14]2)[C:9]1=[O:18])[C:2]1[CH:3]=[CH:4][CH:5]=[CH:6][CH:7]=1, predict the reactants needed to synthesize it. The reactants are: [CH2:1]([N:8]1[C:16](=[O:17])[C:15]2[C:10](=[N:11][CH:12]=[CH:13][CH:14]=2)[C:9]1=[O:18])[C:2]1[CH:7]=[CH:6][CH:5]=[CH:4][CH:3]=1.O. (3) The reactants are: [Cl:1][C:2]1[CH:24]=[CH:23][C:5]2[N:6]=[C:7]([NH:9][C:10]3[N:14]([CH3:15])[C:13]4[CH:16]=[CH:17][C:18]([C:20](O)=[O:21])=[CH:19][C:12]=4[N:11]=3)[S:8][C:4]=2[CH:3]=1.[NH2:25][C@@H:26]1[CH2:30][CH2:29][N:28]([C:31](=[O:35])[C@H:32]([OH:34])[CH3:33])[CH2:27]1.CN(C(ON1N=NC2C=CC=CC1=2)=[N+](C)C)C.F[P-](F)(F)(F)(F)F.CCN(C(C)C)C(C)C. Given the product [OH:34][C@H:32]([CH3:33])[C:31]([N:28]1[CH2:29][CH2:30][C@@H:26]([NH:25][C:20]([C:18]2[CH:17]=[CH:16][C:13]3[N:14]([CH3:15])[C:10]([NH:9][C:7]4[S:8][C:4]5[CH:3]=[C:2]([Cl:1])[CH:24]=[CH:23][C:5]=5[N:6]=4)=[N:11][C:12]=3[CH:19]=2)=[O:21])[CH2:27]1)=[O:35], predict the reactants needed to synthesize it. (4) The reactants are: [OH:1][C:2]1[C:7]2[S:8][CH:9]=[CH:10][C:6]=2[CH:5]=[CH:4][CH:3]=1.I[CH2:12][CH2:13][O:14][CH3:15].C(=O)([O-])[O-].[K+].[K+]. Given the product [CH3:15][O:14][CH2:13][CH2:12][O:1][C:2]1[C:7]2[S:8][CH:9]=[CH:10][C:6]=2[CH:5]=[CH:4][CH:3]=1, predict the reactants needed to synthesize it. (5) Given the product [CH2:1]([O:3][C:4]([N:6]1[C:15]2[C:10](=[N:11][C:12]([O:16][CH3:17])=[CH:13][CH:14]=2)[C@H:9]([NH:18][C:25]2[N:26]=[CH:27][C:22]([Br:21])=[CH:23][N:24]=2)[CH2:8][C@@H:7]1[CH2:19][CH3:20])=[O:5])[CH3:2], predict the reactants needed to synthesize it. The reactants are: [CH2:1]([O:3][C:4]([N:6]1[C:15]2[C:10](=[N:11][C:12]([O:16][CH3:17])=[CH:13][CH:14]=2)[C@H:9]([NH2:18])[CH2:8][C@@H:7]1[CH2:19][CH3:20])=[O:5])[CH3:2].[Br:21][C:22]1[CH:23]=[N:24][C:25](Cl)=[N:26][CH:27]=1.C(N(CC)C(C)C)(C)C.